From a dataset of Peptide-MHC class II binding affinity with 134,281 pairs from IEDB. Regression. Given a peptide amino acid sequence and an MHC pseudo amino acid sequence, predict their binding affinity value. This is MHC class II binding data. (1) The peptide sequence is ERVLDCRTAFKPVLV. The MHC is DRB1_0701 with pseudo-sequence DRB1_0701. The binding affinity (normalized) is 0.558. (2) The peptide sequence is GKWLDAKSTWYGKPT. The MHC is DRB1_1302 with pseudo-sequence DRB1_1302. The binding affinity (normalized) is 0.102.